From a dataset of Merck oncology drug combination screen with 23,052 pairs across 39 cell lines. Regression. Given two drug SMILES strings and cell line genomic features, predict the synergy score measuring deviation from expected non-interaction effect. (1) Synergy scores: synergy=20.3. Drug 2: C=CCn1c(=O)c2cnc(Nc3ccc(N4CCN(C)CC4)cc3)nc2n1-c1cccc(C(C)(C)O)n1. Cell line: VCAP. Drug 1: COc1cc(C2c3cc4c(cc3C(OC3OC5COC(C)OC5C(O)C3O)C3COC(=O)C23)OCO4)cc(OC)c1O. (2) Drug 1: CC(=O)OC1C(=O)C2(C)C(O)CC3OCC3(OC(C)=O)C2C(OC(=O)c2ccccc2)C2(O)CC(OC(=O)C(O)C(NC(=O)c3ccccc3)c3ccccc3)C(C)=C1C2(C)C. Drug 2: COC1=C2CC(C)CC(OC)C(O)C(C)C=C(C)C(OC(N)=O)C(OC)C=CC=C(C)C(=O)NC(=CC1=O)C2=O. Cell line: HT29. Synergy scores: synergy=-18.2. (3) Drug 1: O=P1(N(CCCl)CCCl)NCCCO1. Drug 2: CC(C)CC(NC(=O)C(Cc1ccccc1)NC(=O)c1cnccn1)B(O)O. Cell line: HT144. Synergy scores: synergy=4.25.